Dataset: Peptide-MHC class I binding affinity with 185,985 pairs from IEDB/IMGT. Task: Regression. Given a peptide amino acid sequence and an MHC pseudo amino acid sequence, predict their binding affinity value. This is MHC class I binding data. The peptide sequence is ADSEITETY. The MHC is HLA-B40:02 with pseudo-sequence HLA-B40:02. The binding affinity (normalized) is 0.